Task: Predict the reactants needed to synthesize the given product.. Dataset: Full USPTO retrosynthesis dataset with 1.9M reactions from patents (1976-2016) Given the product [CH2:1]([O:3][C:4]([C:6]1[CH:23]=[CH:22][C:9]2[S:10][C:11]([C:13]3[CH:18]=[CH:17][C:16]([OH:19])=[CH:15][C:14]=3[CH3:21])=[CH:12][C:8]=2[CH:7]=1)=[O:5])[CH3:2], predict the reactants needed to synthesize it. The reactants are: [CH2:1]([O:3][C:4]([C:6]1[CH:23]=[CH:22][C:9]2[S:10][C:11]([C:13]3[CH:18]=[CH:17][C:16]([O:19]C)=[CH:15][C:14]=3[CH3:21])=[CH:12][C:8]=2[CH:7]=1)=[O:5])[CH3:2].B(Br)(Br)Br.O.C(Cl)(=O)C.